From a dataset of CYP2C9 inhibition data for predicting drug metabolism from PubChem BioAssay. Regression/Classification. Given a drug SMILES string, predict its absorption, distribution, metabolism, or excretion properties. Task type varies by dataset: regression for continuous measurements (e.g., permeability, clearance, half-life) or binary classification for categorical outcomes (e.g., BBB penetration, CYP inhibition). Dataset: cyp2c9_veith. (1) The molecule is CN1CCN(CCCN2c3ccccc3Sc3ccc(S(=O)(=O)N(C)C)cc32)CC1.CS(=O)(=O)O.CS(=O)(=O)O. The result is 0 (non-inhibitor). (2) The compound is Cc1ccc(-c2ccc(/C=N\NC(=O)c3cc4c(ccc5ccccc54)o3)o2)cc1[N+](=O)[O-]. The result is 0 (non-inhibitor). (3) The compound is Cn1c[n+](C)cc1/C=N/O.[I-]. The result is 0 (non-inhibitor). (4) The compound is CC(=O)COC(=O)CCc1nc2ccccc2[nH]c1=O. The result is 0 (non-inhibitor). (5) The drug is CC(C)=CCC/C(C)=C/CO/N=C1/C[C@@H](O)[C@@H](O)[C@H]2[C@@H]1CC[C@@H]1C(=O)N(c3cccc(Oc4ccccc4)c3)C(=O)[C@H]12. The result is 0 (non-inhibitor). (6) The drug is Cc1ccsc1/C=C1/SC(=O)N(CC(=O)N2CCOCC2)C1=O. The result is 0 (non-inhibitor). (7) The compound is NNC(=O)CCc1ccc2ccc3ccccc3c2c1. The result is 1 (inhibitor). (8) The drug is CN1CCN(c2cc(-c3ccoc3)ncn2)CC1. The result is 0 (non-inhibitor). (9) The drug is CSC(N)=[NH2+].CSC(N)=[NH2+].O=S(=O)([O-])[O-]. The result is 0 (non-inhibitor).